The task is: Predict the product of the given reaction.. This data is from Forward reaction prediction with 1.9M reactions from USPTO patents (1976-2016). (1) Given the reactants [Cl:1][C:2]1[CH:3]=[C:4]2[C:9](=[CH:10][CH:11]=1)[C:8]([CH3:13])([CH3:12])[C:7](=[O:14])[C:6]([C:15](OCC)=[O:16])=[C:5]2[OH:20].C1COCC1.[CH3:26][NH2:27], predict the reaction product. The product is: [Cl:1][C:2]1[CH:3]=[C:4]2[C:9](=[CH:10][CH:11]=1)[C:8]([CH3:13])([CH3:12])[C:7](=[O:14])[C:6]([C:15]([NH:27][CH3:26])=[O:16])=[C:5]2[OH:20]. (2) Given the reactants [OH:1][C:2]1[C:7]([C:8]2[CH:13]=[CH:12][C:11]([C@H:14]([N:16]3[C:24](=[O:25])[C:23]4[C:18](=[CH:19][CH:20]=[CH:21][CH:22]=4)[C:17]3=[O:26])[CH3:15])=[CH:10][CH:9]=2)=[CH:6][CH:5]=[CH:4][N:3]=1.C(=O)([O-])[O-].[Cs+].[Cs+].C(O[C:37](Cl)([F:39])[F:38])(=O)C, predict the reaction product. The product is: [F:38][CH:37]([F:39])[O:1][C:2]1[C:7]([C:8]2[CH:9]=[CH:10][C:11]([C@H:14]([N:16]3[C:24](=[O:25])[C:23]4[C:18](=[CH:19][CH:20]=[CH:21][CH:22]=4)[C:17]3=[O:26])[CH3:15])=[CH:12][CH:13]=2)=[CH:6][CH:5]=[CH:4][N:3]=1. (3) Given the reactants NC1C=CC(C2C=NN(CCCO)C=2)=CC=1C(N(CC)CC)=O.[NH2:24][C:25]1[C:26]([C:40]([NH:42][CH3:43])=[O:41])=[N:27][C:28](B2OC(C)(C)C(C)(C)O2)=[CH:29][CH:30]=1.Br[C:45]1[C:46]([Cl:54])=[N:47][N:48]([CH2:50][CH2:51][CH2:52][OH:53])[CH:49]=1, predict the reaction product. The product is: [NH2:24][C:25]1[C:26]([C:40]([NH:42][CH3:43])=[O:41])=[N:27][C:28]([C:45]2[C:46]([Cl:54])=[N:47][N:48]([CH2:50][CH2:51][CH2:52][OH:53])[CH:49]=2)=[CH:29][CH:30]=1. (4) The product is: [CH3:18][N:16]1[CH:11]([CH2:10][O:3][C:4]2[CH:5]=[CH:6][CH:7]=[CH:8][CH:9]=2)[CH2:12][CH2:13][CH2:14][C:15]1=[S:17]. Given the reactants [H-].[Na+].[O:3]([CH2:10][CH:11]1[NH:16][C:15](=[S:17])[CH2:14][CH2:13][CH2:12]1)[C:4]1[CH:9]=[CH:8][CH:7]=[CH:6][CH:5]=1.[CH3:18]I, predict the reaction product. (5) Given the reactants [F:1][C:2]1[C:37]([F:38])=[CH:36][CH:35]=[CH:34][C:3]=1[CH2:4][S:5][C:6]1[N:11]=[C:10]([NH:12][S:13]([N:16]2[CH2:21][CH2:20][N:19](C(OCCCC)=O)[CH2:18][CH2:17]2)(=[O:15])=[O:14])[CH:9]=[C:8]([O:29][CH2:30][CH2:31][CH2:32][OH:33])[N:7]=1.C(O)(C(F)(F)F)=O, predict the reaction product. The product is: [F:1][C:2]1[C:37]([F:38])=[CH:36][CH:35]=[CH:34][C:3]=1[CH2:4][S:5][C:6]1[N:11]=[C:10]([NH:12][S:13]([N:16]2[CH2:21][CH2:20][NH:19][CH2:18][CH2:17]2)(=[O:15])=[O:14])[CH:9]=[C:8]([O:29][CH2:30][CH2:31][CH2:32][OH:33])[N:7]=1. (6) The product is: [N+:12]([C:15]1[CH:20]=[CH:19][C:18]([CH2:21][CH2:22][CH2:23][NH:1][C:2]2[CH:10]=[C:6]([C:7]([OH:9])=[O:8])[C:5]([OH:11])=[CH:4][CH:3]=2)=[CH:17][CH:16]=1)([O-:14])=[O:13]. Given the reactants [NH2:1][C:2]1[CH:10]=[C:6]([C:7]([OH:9])=[O:8])[C:5]([OH:11])=[CH:4][CH:3]=1.[N+:12]([C:15]1[CH:20]=[CH:19][C:18]([CH2:21][CH2:22][CH2:23]Br)=[CH:17][CH:16]=1)([O-:14])=[O:13], predict the reaction product.